Dataset: Reaction yield outcomes from USPTO patents with 853,638 reactions. Task: Predict the reaction yield, written as a fraction of the theoretical maximum amount of product (1.0 means a 100% yield; for example, 0.34 means a 34% yield). (1) The reactants are [NH2:1][CH:2]1[C:8]2[CH:9]=[CH:10][CH2:11][CH2:12][C:7]=2[CH2:6][CH2:5][N:4]([CH3:13])[C:3]1=[O:14].[C:15]([OH:25])(=[O:24])[C@@H:16]([C:18]1[CH:23]=[CH:22][CH:21]=[CH:20][CH:19]=1)[OH:17].NC1C2C=CCCC=2CCN(C)C1=O.C(OC(C)C)(=O)C. The catalyst is C(OC(C)C)(=O)C.C(O)(C)C.[N+](C1C=C(C=O)C(O)=CC=1)([O-])=O. The product is [C:15]([OH:25])(=[O:24])[C@@H:16]([C:18]1[CH:23]=[CH:22][CH:21]=[CH:20][CH:19]=1)[OH:17].[NH2:1][C@H:2]1[C:8]2[CH:9]=[CH:10][CH2:11][CH2:12][C:7]=2[CH2:6][CH2:5][N:4]([CH3:13])[C:3]1=[O:14]. The yield is 0.829. (2) The reactants are [C:1]1([C:29]2[CH:34]=[CH:33][CH:32]=[CH:31][CH:30]=2)[CH:6]=[CH:5][C:4]([N:7]([C:23]2[CH:28]=[CH:27][CH:26]=[CH:25][CH:24]=2)[C:8]2[CH:20]=[CH:19][C:18]3[C:17]4[C:12](=[CH:13][CH:14]=[CH:15][CH:16]=4)[C:11]([CH3:22])([CH3:21])[C:10]=3[CH:9]=2)=[CH:3][CH:2]=1.C(OCC)(=O)C.[Br:41]N1C(=O)CCC1=O. The catalyst is C1(C)C=CC=CC=1. The product is [C:1]1([C:29]2[CH:30]=[CH:31][CH:32]=[CH:33][CH:34]=2)[CH:6]=[CH:5][C:4]([N:7]([C:23]2[CH:24]=[CH:25][C:26]([Br:41])=[CH:27][CH:28]=2)[C:8]2[CH:20]=[CH:19][C:18]3[C:17]4[C:12](=[CH:13][CH:14]=[CH:15][CH:16]=4)[C:11]([CH3:22])([CH3:21])[C:10]=3[CH:9]=2)=[CH:3][CH:2]=1. The yield is 0.890. (3) The yield is 0.710. The product is [CH:1]1([CH2:6][C@H:7]([CH2:42][N:43]([CH:52]=[O:53])[OH:44])[C:8]([N:10]2[C@H:14]([C:15]([NH:17][C:18]3[CH:23]=[CH:22][N:21]=[C:20]([N:24]4[CH2:28][CH2:27][C@H:26]([N:29]([CH3:31])[CH3:30])[CH2:25]4)[N:19]=3)=[O:16])[CH2:13][CH2:12][NH:11]2)=[O:9])[CH2:2][CH2:3][CH2:4][CH2:5]1. The reactants are [CH:1]1([CH2:6][C@H:7]([CH2:42][N:43]([CH:52]=[O:53])[O:44]CC2C=CC=CC=2)[C:8]([N:10]2[C@H:14]([C:15]([NH:17][C:18]3[CH:23]=[CH:22][N:21]=[C:20]([N:24]4[CH2:28][CH2:27][C@H:26]([N:29]([CH3:31])[CH3:30])[CH2:25]4)[N:19]=3)=[O:16])[CH2:13][CH2:12][N:11]2C(OCC2C=CC=CC=2)=O)=[O:9])[CH2:5][CH2:4][CH2:3][CH2:2]1. The catalyst is [OH-].[OH-].[Pd+2].CO. (4) The reactants are [NH2:1][C:2]1[CH:7]=[CH:6][CH:5]=[CH:4][C:3]=1[SH:8].[CH3:9][O:10][C:11]1[CH:19]=[C:18]([N+:20]([O-:22])=[O:21])[CH:17]=[CH:16][C:12]=1[C:13](O)=O.C(Cl)Cl. The catalyst is CCOCC. The product is [CH3:9][O:10][C:11]1[CH:19]=[C:18]([N+:20]([O-:22])=[O:21])[CH:17]=[CH:16][C:12]=1[C:13]1[S:8][C:3]2[CH:4]=[CH:5][CH:6]=[CH:7][C:2]=2[N:1]=1. The yield is 0.620. (5) The reactants are O.[CH3:2][N:3]([CH3:35])[CH:4]1[CH2:7][N:6]([C:8]2[C:13]([N+:14]([O-])=O)=[CH:12][C:11]([NH:17][C:18]3[N:23]=[C:22]([C:24]4[C:32]5[C:27](=[CH:28][CH:29]=[CH:30][CH:31]=5)[NH:26][CH:25]=4)[CH:21]=[CH:20][N:19]=3)=[C:10]([O:33][CH3:34])[CH:9]=2)[CH2:5]1.[NH4+].[Cl-]. The catalyst is [Fe].C(O)C. The product is [CH3:35][N:3]([CH3:2])[CH:4]1[CH2:5][N:6]([C:8]2[CH:9]=[C:10]([O:33][CH3:34])[C:11]([NH:17][C:18]3[N:23]=[C:22]([C:24]4[C:32]5[C:27](=[CH:28][CH:29]=[CH:30][CH:31]=5)[NH:26][CH:25]=4)[CH:21]=[CH:20][N:19]=3)=[CH:12][C:13]=2[NH2:14])[CH2:7]1. The yield is 1.07. (6) The reactants are OC1C(=O)NN=C(CCC2C=CC=CC=2)C=1.C([O:24][C:25]1[N:26]=[N:27][C:28]([C:39]([C:41]2[CH:46]=[CH:45][CH:44]=[CH:43][CH:42]=2)=[CH2:40])=[CH:29][C:30]=1[O:31]CC1C=CC=CC=1)C1C=CC=CC=1. The catalyst is C(OCC)(=O)C. The product is [C:41]1([CH:39]([C:28]2[CH:29]=[C:30]([OH:31])[C:25](=[O:24])[NH:26][N:27]=2)[CH3:40])[CH:46]=[CH:45][CH:44]=[CH:43][CH:42]=1. The yield is 0.320. (7) The reactants are [CH2:1]([O:3][C:4]1[CH:11]=[CH:10][C:7]([CH:8]=O)=[CH:6][CH:5]=1)[CH3:2].[CH3:12][C:13]([C:15]1[CH:20]=[C:19]([O:21][CH3:22])[CH:18]=[C:17]([O:23][CH3:24])[CH:16]=1)=[O:14].[OH-].[Na+]. The catalyst is CO. The product is [CH2:1]([O:3][C:4]1[CH:11]=[CH:10][C:7](/[CH:8]=[CH:12]/[C:13]([C:15]2[CH:16]=[C:17]([O:23][CH3:24])[CH:18]=[C:19]([O:21][CH3:22])[CH:20]=2)=[O:14])=[CH:6][CH:5]=1)[CH3:2]. The yield is 0.740. (8) The yield is 0.540. The product is [Cl:1][C:2]1[CH:3]=[C:4]2[C:13](=[C:14]3[C:19]=1[CH:18]=[CH:17][CH:16]=[N:15]3)[NH:12][S:11](=[O:21])(=[O:20])[C:10]1[C:5]2=[CH:6][C:7]([NH:23][CH:24]([CH2:27][OH:28])[CH2:25][OH:26])=[CH:8][CH:9]=1. The reactants are [Cl:1][C:2]1[CH:3]=[C:4]2[C:13](=[C:14]3[C:19]=1[CH:18]=[CH:17][CH:16]=[N:15]3)[NH:12][S:11](=[O:21])(=[O:20])[C:10]1[C:5]2=[CH:6][C:7](F)=[CH:8][CH:9]=1.[NH2:23][CH:24]([CH2:27][OH:28])[CH2:25][OH:26]. The catalyst is CN1C(=O)CCC1. (9) The reactants are [NH2:1][C:2]1[C:7]2=[C:8]([C:14]3[CH:19]=[CH:18][C:17]([NH2:20])=[CH:16][CH:15]=3)[CH:9]=[C:10]([C:11](=[O:13])[CH3:12])[N:6]2[N:5]=[CH:4][N:3]=1.[F:21][C:22]([F:40])([F:39])[C:23]1[N:28]=[C:27]([NH:29][C:30](=O)[O:31]C2C=CC=CC=2)[CH:26]=[CH:25][CH:24]=1.C(N(CC)CC)C. The catalyst is CN(C=O)C.CS(C)=O. The product is [C:11]([C:10]1[N:6]2[C:7]([C:2]([NH2:1])=[N:3][CH:4]=[N:5]2)=[C:8]([C:14]2[CH:19]=[CH:18][C:17]([NH:20][C:30]([NH:29][C:27]3[CH:26]=[CH:25][CH:24]=[C:23]([C:22]([F:39])([F:21])[F:40])[N:28]=3)=[O:31])=[CH:16][CH:15]=2)[CH:9]=1)(=[O:13])[CH3:12]. The yield is 0.620.